From a dataset of Full USPTO retrosynthesis dataset with 1.9M reactions from patents (1976-2016). Predict the reactants needed to synthesize the given product. Given the product [CH2:41]([O:43][C:44](=[O:47])[CH2:45][NH:46][C:37](=[O:38])[CH2:36][N:33]1[CH2:34][CH2:35][CH:30]([CH2:29][O:28][C:22]2[CH:21]=[C:20]3[C:25]([CH2:26][CH2:27][N:18]([C:9](=[N:8][C:6]([O:5][C:1]([CH3:4])([CH3:3])[CH3:2])=[O:7])[NH:10][C:11]([O:13][C:14]([CH3:17])([CH3:16])[CH3:15])=[O:12])[CH2:19]3)=[CH:24][CH:23]=2)[CH2:31][CH2:32]1)[CH3:42], predict the reactants needed to synthesize it. The reactants are: [C:1]([O:5][C:6]([NH:8][C:9]([N:18]1[CH2:27][CH2:26][C:25]2[C:20](=[CH:21][C:22]([O:28][CH2:29][CH:30]3[CH2:35][CH2:34][N:33]([CH2:36][C:37](O)=[O:38])[CH2:32][CH2:31]3)=[CH:23][CH:24]=2)[CH2:19]1)=[N:10][C:11]([O:13][C:14]([CH3:17])([CH3:16])[CH3:15])=[O:12])=[O:7])([CH3:4])([CH3:3])[CH3:2].Cl.[CH2:41]([O:43][C:44](=[O:47])[CH2:45][NH2:46])[CH3:42].C(N(CC)CC)C.Cl.CN(C)CCCN=C=NCC.